Dataset: Catalyst prediction with 721,799 reactions and 888 catalyst types from USPTO. Task: Predict which catalyst facilitates the given reaction. (1) Reactant: [CH3:1][N:2]1[CH:6]=[C:5]([CH:7]=[O:8])[CH:4]=[N:3]1.CC(C)=[O:11].OS(O)(=O)=O.O=[Cr](=O)=O.[OH-].[Na+]. Product: [CH3:1][N:2]1[CH:6]=[C:5]([C:7]([OH:11])=[O:8])[CH:4]=[N:3]1. The catalyst class is: 21. (2) Reactant: [Br:1][C:2]1[C:7]([O:8][CH3:9])=[CH:6][CH:5]=[C:4]([N+:10]([O-])=O)[N:3]=1.O.O.Cl[Sn]Cl.O.C([O-])(O)=O.[Na+]. Product: [Br:1][C:2]1[N:3]=[C:4]([NH2:10])[CH:5]=[CH:6][C:7]=1[O:8][CH3:9]. The catalyst class is: 8. (3) Reactant: [C:1]([O:5][C:6]([N:8]1[CH2:13][CH2:12][CH2:11][CH2:10][CH:9]1[CH2:14][NH2:15])=[O:7])([CH3:4])([CH3:3])[CH3:2].Cl[C:17]1[O:18][C:19]2[CH:25]=[CH:24][CH:23]=[CH:22][C:20]=2[N:21]=1.C(N(CC)CC)C. Product: [C:1]([O:5][C:6]([N:8]1[CH2:13][CH2:12][CH2:11][CH2:10][CH:9]1[CH2:14][NH:15][C:17]1[O:18][C:19]2[CH:25]=[CH:24][CH:23]=[CH:22][C:20]=2[N:21]=1)=[O:7])([CH3:4])([CH3:3])[CH3:2]. The catalyst class is: 7. (4) Reactant: FC(F)(F)C(O)=O.[CH3:8][O:9][C:10](=[O:34])[C@@H:11]([NH:14][C:15]([C:17]1[S:18][C:19]([C:23](=[O:33])[NH:24][CH2:25][C:26]2[CH:31]=[CH:30][CH:29]=[C:28]([OH:32])[CH:27]=2)=[CH:20][C:21]=1[Cl:22])=[O:16])[CH2:12][NH2:13].C(N(CC)CC)C.CCOP(ON1N=NC2C=CC=CC=2C1=O)(OCC)=O.[S:62]1[CH:66]=[CH:65][CH:64]=[C:63]1[C:67](O)=[O:68]. Product: [CH3:8][O:9][C:10](=[O:34])[C@@H:11]([NH:14][C:15]([C:17]1[S:18][C:19]([C:23](=[O:33])[NH:24][CH2:25][C:26]2[CH:31]=[CH:30][CH:29]=[C:28]([OH:32])[CH:27]=2)=[CH:20][C:21]=1[Cl:22])=[O:16])[CH2:12][NH:13][C:67]([C:63]1[S:62][CH:66]=[CH:65][CH:64]=1)=[O:68]. The catalyst class is: 31. (5) Reactant: [CH3:1][O:2][C:3]1[CH:21]=[C:20]([O:22][CH2:23][C:24]2[N:25]=[C:26]([N:31]3[CH2:36][CH2:35][O:34][CH2:33][CH2:32]3)[S:27][C:28]=2[CH:29]=[O:30])[C:6]2[CH:7]=[C:8]([C:10]3[N:11]=[C:12]4[N:16]([CH:17]=3)[N:15]=[C:14]([O:18][CH3:19])[S:13]4)[O:9][C:5]=2[CH:4]=1.CO.[Li+].[BH4-]. Product: [CH3:1][O:2][C:3]1[CH:21]=[C:20]([O:22][CH2:23][C:24]2[N:25]=[C:26]([N:31]3[CH2:32][CH2:33][O:34][CH2:35][CH2:36]3)[S:27][C:28]=2[CH2:29][OH:30])[C:6]2[CH:7]=[C:8]([C:10]3[N:11]=[C:12]4[N:16]([CH:17]=3)[N:15]=[C:14]([O:18][CH3:19])[S:13]4)[O:9][C:5]=2[CH:4]=1. The catalyst class is: 1. (6) Reactant: C(OC(=O)[N:7]([CH2:12][C:13]1[CH:18]=[CH:17][C:16]([C:19]2[CH:24]=[CH:23][C:22]([N:25]3[CH2:29][C@H:28]([CH2:30][NH:31][C:32](=[O:34])[CH3:33])[O:27][C:26]3=[O:35])=[CH:21][C:20]=2[F:36])=[CH:15][CH:14]=1)[CH2:8][CH2:9][CH2:10][F:11])(C)(C)C.[ClH:38]. Product: [ClH:38].[F:36][C:20]1[CH:21]=[C:22]([N:25]2[CH2:29][C@H:28]([CH2:30][NH:31][C:32](=[O:34])[CH3:33])[O:27][C:26]2=[O:35])[CH:23]=[CH:24][C:19]=1[C:16]1[CH:17]=[CH:18][C:13]([CH2:12][NH:7][CH2:8][CH2:9][CH2:10][F:11])=[CH:14][CH:15]=1. The catalyst class is: 12. (7) Reactant: C[O:2][C:3]1[CH:4]=[C:5]2[C:10](=[CH:11][CH:12]=1)[CH2:9][CH:8]([NH:13][C:14](=[O:16])[CH3:15])[CH2:7][CH2:6]2.B(Br)(Br)Br.C(Cl)Cl. Product: [OH:2][C:3]1[CH:4]=[C:5]2[C:10](=[CH:11][CH:12]=1)[CH2:9][CH:8]([NH:13][C:14](=[O:16])[CH3:15])[CH2:7][CH2:6]2. The catalyst class is: 2.